From a dataset of Full USPTO retrosynthesis dataset with 1.9M reactions from patents (1976-2016). Predict the reactants needed to synthesize the given product. (1) Given the product [F:13][C:8]1[CH:9]=[CH:10][CH:11]=[CH:12][C:7]=1[C:17](=[O:27])[CH2:18][O:19][C@@H:20]([CH:25]=[CH2:26])[C:21]([F:23])([F:22])[F:24], predict the reactants needed to synthesize it. The reactants are: C([Li])CCC.Br[C:7]1[CH:12]=[CH:11][CH:10]=[CH:9][C:8]=1[F:13].CON(C)[C:17](=[O:27])[CH2:18][O:19][C@@H:20]([CH:25]=[CH2:26])[C:21]([F:24])([F:23])[F:22].[NH4+].[Cl-]. (2) Given the product [N+:1]([C:4]1[C:12]2[CH:11]=[C:10]([C:13]([OH:15])=[O:14])[S:9][C:8]=2[CH:7]=[CH:6][CH:5]=1)([O-:3])=[O:2], predict the reactants needed to synthesize it. The reactants are: [N+:1]([C:4]1[C:12]2[CH:11]=[C:10]([C:13]([O:15]C)=[O:14])[S:9][C:8]=2[CH:7]=[CH:6][CH:5]=1)([O-:3])=[O:2].O.[OH-].[Li+].O.Cl.